Task: Predict the reaction yield, written as a fraction of the theoretical maximum amount of product (1.0 means a 100% yield; for example, 0.34 means a 34% yield).. Dataset: Reaction yield outcomes from USPTO patents with 853,638 reactions (1) The reactants are [Br:1][C:2]1[CH:9]=[C:8]([O:10][CH3:11])[C:7]([OH:12])=[CH:6][C:3]=1[CH:4]=[O:5].C([O-])([O-])=O.[K+].[K+].C(#N)C.[CH2:22](Br)[C:23]1[CH:28]=[CH:27][CH:26]=[CH:25][CH:24]=1. The catalyst is O. The product is [CH2:22]([O:12][C:7]1[C:8]([O:10][CH3:11])=[CH:9][C:2]([Br:1])=[C:3]([CH:6]=1)[CH:4]=[O:5])[C:23]1[CH:28]=[CH:27][CH:26]=[CH:25][CH:24]=1. The yield is 0.830. (2) The reactants are I.[NH2:2][CH2:3][CH2:4][NH:5][C:6]1[C:7]([C:11]2[N:15]([C:16]3[CH:21]=[CH:20][CH:19]=[C:18]([C:22]([F:25])([F:24])[F:23])[CH:17]=3)C(=O)[O:13][N:12]=2)=[N:8][O:9][N:10]=1.C(OC(=O)[NH:33][S:34](Cl)(=[O:36])=[O:35])(C)(C)C.C(N(CC)CC)C.FC(F)(F)C(O)=O.[OH-].[Na+].O.C(O)(=O)C. The catalyst is ClCCl. The product is [NH2:33][S:34]([NH:2][CH2:3][CH2:4][NH:5][C:6]1[C:7]([C:11](=[N:12][OH:13])[NH:15][C:16]2[CH:21]=[CH:20][CH:19]=[C:18]([C:22]([F:25])([F:24])[F:23])[CH:17]=2)=[N:8][O:9][N:10]=1)(=[O:36])=[O:35]. The yield is 0.390. (3) The reactants are [NH2:1][C:2]1[N:11]=[CH:10][C:9]2[C:8](SC)=[N:7][CH:6]=[N:5][C:4]=2[CH:3]=1.[Br:14][C:15]1[CH:22]=[CH:21][C:18]([CH2:19][NH2:20])=[CH:17][CH:16]=1. No catalyst specified. The product is [NH2:1][C:2]1[N:11]=[CH:10][C:9]2[C:8]([NH:20][CH2:19][C:18]3[CH:21]=[CH:22][C:15]([Br:14])=[CH:16][CH:17]=3)=[N:7][CH:6]=[N:5][C:4]=2[CH:3]=1. The yield is 0.480. (4) The reactants are N#N.[Cl:3][C:4]1[CH:9]=[C:8](I)[CH:7]=[CH:6][N:5]=1.[N+:11]([C:14]1[CH:15]=[C:16]([CH:18]=[CH:19][CH:20]=1)[NH2:17])([O-:13])=[O:12].C1C=CC(P(C2C(C3C(P(C4C=CC=CC=4)C4C=CC=CC=4)=CC=C4C=3C=CC=C4)=C3C(C=CC=C3)=CC=2)C2C=CC=CC=2)=CC=1.C([O-])([O-])=O.[Cs+].[Cs+]. The catalyst is C1(C)C=CC=CC=1.CC([O-])=O.CC([O-])=O.[Pd+2]. The product is [Cl:3][C:4]1[CH:9]=[C:8]([NH:17][C:16]2[CH:18]=[CH:19][CH:20]=[C:14]([N+:11]([O-:13])=[O:12])[CH:15]=2)[CH:7]=[CH:6][N:5]=1. The yield is 0.910.